This data is from Forward reaction prediction with 1.9M reactions from USPTO patents (1976-2016). The task is: Predict the product of the given reaction. (1) Given the reactants [CH3:1][O:2][C:3](=[O:12])[C:4]1[CH:9]=[C:8](Cl)[N:7]=[C:6]([Cl:11])[CH:5]=1.[CH:13]1([NH:19][C:20]2[CH:25]=[C:24]([Sn](C)(C)C)[CH:23]=[CH:22][N:21]=2)[CH2:18][CH2:17][CH2:16][CH2:15][CH2:14]1, predict the reaction product. The product is: [CH3:1][O:2][C:3]([C:4]1[CH:5]=[C:6]([Cl:11])[N:7]=[C:8]([C:24]2[CH:23]=[CH:22][N:21]=[C:20]([NH:19][CH:13]3[CH2:18][CH2:17][CH2:16][CH2:15][CH2:14]3)[CH:25]=2)[CH:9]=1)=[O:12]. (2) Given the reactants [N:1]1[CH:6]=[CH:5][CH:4]=[CH:3][C:2]=1[N:7]1[CH2:12][CH2:11][NH:10][CH2:9][CH2:8]1.C(NC(C)C)(C)C.Cl[CH2:21][C:22]([NH:24][C:25]1[CH:30]=[CH:29][CH:28]=[C:27]([N+:31]([O-:33])=[O:32])[CH:26]=1)=[O:23], predict the reaction product. The product is: [N+:31]([C:27]1[CH:26]=[C:25]([NH:24][C:22](=[O:23])[CH2:21][N:10]2[CH2:9][CH2:8][N:7]([C:2]3[CH:3]=[CH:4][CH:5]=[CH:6][N:1]=3)[CH2:12][CH2:11]2)[CH:30]=[CH:29][CH:28]=1)([O-:33])=[O:32]. (3) The product is: [CH3:22][C:21]1[C:16]([N:13]2[CH2:14][CH2:15][N:10]([C:8]([C:5]3[CH:6]=[CH:7][C:2]([N:34]4[CH2:35][CH2:36][N:32]([CH3:31])[C:33]4=[O:37])=[CH:3][C:4]=3[N:24]3[CH2:28][CH2:27][CH2:26][S:25]3(=[O:30])=[O:29])=[O:9])[CH2:11][CH2:12]2)=[N:17][CH:18]=[C:19]([CH3:23])[CH:20]=1. Given the reactants Br[C:2]1[CH:7]=[CH:6][C:5]([C:8]([N:10]2[CH2:15][CH2:14][N:13]([C:16]3[C:21]([CH3:22])=[CH:20][C:19]([CH3:23])=[CH:18][N:17]=3)[CH2:12][CH2:11]2)=[O:9])=[C:4]([N:24]2[CH2:28][CH2:27][CH2:26][S:25]2(=[O:30])=[O:29])[CH:3]=1.[CH3:31][N:32]1[CH2:36][CH2:35][NH:34][C:33]1=[O:37], predict the reaction product. (4) Given the reactants Br[C:2]1[CH:3]=[CH:4][C:5]([NH:8][CH3:9])=[N:6][CH:7]=1.[CH3:10][Si:11]([CH3:15])([CH3:14])[C:12]#[CH:13].C1(P(C2C=CC=CC=2)C2C=CC=CC=2)C=CC=CC=1.C(N(CC)CC)C, predict the reaction product. The product is: [CH3:9][NH:8][C:5]1[CH:4]=[CH:3][C:2]([C:13]#[C:12][Si:11]([CH3:15])([CH3:14])[CH3:10])=[CH:7][N:6]=1. (5) Given the reactants O/[N:2]=[CH:3]\[C:4]1[CH:5]=[C:6]([CH:14]=[C:15]([C:17]([F:20])([F:19])[F:18])[CH:16]=1)[C:7]([O:9][C:10]([CH3:13])([CH3:12])[CH3:11])=[O:8].[H][H], predict the reaction product. The product is: [NH2:2][CH2:3][C:4]1[CH:5]=[C:6]([CH:14]=[C:15]([C:17]([F:18])([F:19])[F:20])[CH:16]=1)[C:7]([O:9][C:10]([CH3:13])([CH3:12])[CH3:11])=[O:8]. (6) Given the reactants [NH2:1][CH2:2][CH2:3][CH2:4][CH2:5][CH2:6][C:7]([OH:9])=[O:8].[OH-].[Na+].Cl[C:13]([O:15][CH2:16][CH2:17][Cl:18])=[O:14].C(O)(=O)CC(CC(O)=O)(C(O)=O)O, predict the reaction product. The product is: [Cl:18][CH2:17][CH2:16][O:15][C:13]([NH:1][CH2:2][CH2:3][CH2:4][CH2:5][CH2:6][C:7]([OH:9])=[O:8])=[O:14]. (7) The product is: [Cl:16][C:11]1[CH:12]=[CH:13][CH:14]=[CH:15][C:10]=1[C:3]1[C:4]([OH:8])=[CH:5][CH:6]=[CH:7][C:2]=1[Cl:1]. Given the reactants [Cl:1][C:2]1[CH:7]=[CH:6][CH:5]=[C:4]([O:8]C)[C:3]=1[C:10]1[CH:15]=[CH:14][CH:13]=[CH:12][C:11]=1[Cl:16], predict the reaction product.